This data is from Full USPTO retrosynthesis dataset with 1.9M reactions from patents (1976-2016). The task is: Predict the reactants needed to synthesize the given product. (1) Given the product [Si:25]([O:32][CH:33]([CH2:39][C:40](=[O:48])/[CH:41]=[CH:15]/[C:12]1([C:17]2[CH:22]=[CH:21][CH:20]=[C:19]([O:23][CH3:24])[CH:18]=2)[CH2:11][CH2:10][N:9]([C:4]2[CH:5]=[CH:6][CH:7]=[CH:8][C:3]=2[O:2][CH3:1])[CH2:14][CH2:13]1)[CH2:34][C:35]([O:37][CH3:38])=[O:36])([C:28]([CH3:29])([CH3:30])[CH3:31])([CH3:26])[CH3:27], predict the reactants needed to synthesize it. The reactants are: [CH3:1][O:2][C:3]1[CH:8]=[CH:7][CH:6]=[CH:5][C:4]=1[N:9]1[CH2:14][CH2:13][C:12]([C:17]2[CH:22]=[CH:21][CH:20]=[C:19]([O:23][CH3:24])[CH:18]=2)([CH:15]=O)[CH2:11][CH2:10]1.[Si:25]([O:32][CH:33]([CH2:39][C:40](=[O:48])[CH2:41]P(OC)(OC)=O)[CH2:34][C:35]([O:37][CH3:38])=[O:36])([C:28]([CH3:31])([CH3:30])[CH3:29])([CH3:27])[CH3:26].C[O-].[Na+].CO.[Cl-].[NH4+]. (2) The reactants are: [NH:1]1[CH2:4][CH:3]([C:5]2[NH:9][N:8]=[C:7]([NH:10][C:11]3[C:12](=[O:19])[N:13]([CH3:18])[CH:14]=[C:15]([Br:17])[CH:16]=3)[CH:6]=2)[CH2:2]1.[CH2:20]=O.[BH4-].[Na+].[OH-].[Na+]. Given the product [Br:17][C:15]1[CH:16]=[C:11]([NH:10][C:7]2[CH:6]=[C:5]([CH:3]3[CH2:4][N:1]([CH3:20])[CH2:2]3)[NH:9][N:8]=2)[C:12](=[O:19])[N:13]([CH3:18])[CH:14]=1, predict the reactants needed to synthesize it. (3) Given the product [CH:7]1([C@H:11]([NH:19][CH3:20])[CH2:12][N:14]2[CH2:17][CH:16]([OH:18])[CH2:15]2)[CH2:10][CH2:9][CH2:8]1, predict the reactants needed to synthesize it. The reactants are: [H-].[H-].[H-].[H-].[Li+].[Al+3].[CH:7]1([C@H:11]([NH:19][C:20](=O)OC(C)(C)C)[C:12]([N:14]2[CH2:17][CH:16]([OH:18])[CH2:15]2)=O)[CH2:10][CH2:9][CH2:8]1.C([O-])(O)=O.[Na+]. (4) Given the product [CH3:28][N:29]1[CH:33]=[CH:32][N:31]=[C:30]1[S:34][CH2:2][C:3]1([CH2:7][OH:8])[CH2:6][CH2:5][CH2:4]1, predict the reactants needed to synthesize it. The reactants are: O[CH2:2][C:3]1([CH2:7][OH:8])[CH2:6][CH2:5][CH2:4]1.C1(P(C2C=CC=CC=2)C2C=CC=CC=2)C=CC=CC=1.[CH3:28][N:29]1[CH:33]=[CH:32][N:31]=[C:30]1[SH:34]. (5) Given the product [CH2:1]([O:8][C:9]1[C:10](=[O:35])[N:11]([CH2:26][O:27][CH2:28][C:29]2[CH:34]=[CH:33][CH:32]=[CH:31][CH:30]=2)[C:12](=[O:25])[N:13]([CH2:15][C:16]2[C:17]3[C:22](=[CH:21][CH:20]=[CH:19][CH:18]=3)[CH:36]=[CH:37][C:38]=2[CH3:39])[N:14]=1)[C:2]1[CH:7]=[CH:6][CH:5]=[CH:4][CH:3]=1, predict the reactants needed to synthesize it. The reactants are: [CH2:1]([O:8][C:9]1[C:10](=[O:35])[N:11]([CH2:26][O:27][CH2:28][C:29]2[CH:34]=[CH:33][CH:32]=[CH:31][CH:30]=2)[C:12](=[O:25])[N:13]([CH2:15][C:16](F)(F)[C:17]2[CH:22]=[CH:21][CH:20]=[CH:19][CH:18]=2)[N:14]=1)[C:2]1[CH:7]=[CH:6][CH:5]=[CH:4][CH:3]=1.[CH2:36](OCN1C(=O)C(Br)=NN(C[C:38]2[C:39]3C(=CC=CC=3)C=C[C:37]=2[CH3:36])C1=O)[C:37]1C=CC=[CH:39][CH:38]=1. (6) Given the product [I:15][C:4]1[N:3]=[C:2]([CH3:1])[C:7]([OH:8])=[CH:6][CH:5]=1, predict the reactants needed to synthesize it. The reactants are: [CH3:1][C:2]1[C:7]([OH:8])=[CH:6][CH:5]=[CH:4][N:3]=1.C([O-])([O-])=O.[Na+].[Na+].[I:15]I.Cl.